This data is from Full USPTO retrosynthesis dataset with 1.9M reactions from patents (1976-2016). The task is: Predict the reactants needed to synthesize the given product. (1) Given the product [Cl:20][C:19]1[C:18]([Cl:21])=[C:17]([Cl:22])[N:16]=[C:15]([C:23]([OH:25])=[O:24])[CH:14]=1, predict the reactants needed to synthesize it. The reactants are: N1C=CC=CC=1C1C=CC=CN=1.Cl[C:14]1[C:15]([C:23]([OH:25])=[O:24])=[N:16][C:17]([Cl:22])=[C:18]([Cl:21])[C:19]=1[Cl:20]. (2) Given the product [F:2][C@@H:3]1[CH2:7][N:6]([C:36](=[O:38])[CH2:35][OH:34])[C@H:5]([C:8]([NH2:15])=[O:10])[CH2:4]1, predict the reactants needed to synthesize it. The reactants are: Cl.[F:2][C@@H:3]1[CH2:7][NH:6][C@H:5]([C:8]([O:10]C)=O)[CH2:4]1.C([N:15](C(C)C)CC)(C)C.ON1C2C=CC=CC=2N=N1.C([O:34][CH2:35][C:36]([OH:38])=O)(=O)C.Cl.C(N=C=NCCCN(C)C)C.